This data is from Peptide-MHC class I binding affinity with 185,985 pairs from IEDB/IMGT. The task is: Regression. Given a peptide amino acid sequence and an MHC pseudo amino acid sequence, predict their binding affinity value. This is MHC class I binding data. (1) The peptide sequence is GTSKIKMKW. The MHC is HLA-B35:01 with pseudo-sequence HLA-B35:01. The binding affinity (normalized) is 0.0847. (2) The peptide sequence is RNWAHSSL. The MHC is HLA-A33:01 with pseudo-sequence HLA-A33:01. The binding affinity (normalized) is 0. (3) The peptide sequence is SSKMFNYFK. The MHC is HLA-B14:02 with pseudo-sequence HLA-B14:02. The binding affinity (normalized) is 0.0847.